From a dataset of Reaction yield outcomes from USPTO patents with 853,638 reactions. Predict the reaction yield, written as a fraction of the theoretical maximum amount of product (1.0 means a 100% yield; for example, 0.34 means a 34% yield). (1) The product is [F:1][C:2]1[CH:3]=[C:4]([NH:10][C:11]2[C:12]([C:32]3[N:40]=[C:39]([CH3:41])[N:38]=[C:37]4[C:33]=3[N:34]=[CH:35][NH:36]4)=[CH:13][C:14]([C@H:17]([N:19]3[CH2:24][CH2:23][N:22]([S:57]([CH3:56])(=[O:59])=[O:58])[CH2:21][CH2:20]3)[CH3:18])=[CH:15][N:16]=2)[CH:5]=[N:6][C:7]=1[O:8][CH3:9]. The catalyst is C(Cl)Cl.O.[Cl-].[Na+].O. The yield is 0.0266. The reactants are [F:1][C:2]1[CH:3]=[C:4]([NH:10][C:11]2[N:16]=[CH:15][C:14]([C@H:17]([N:19]3[CH2:24][CH2:23][N:22](C(OC(C)(C)C)=O)[CH2:21][CH2:20]3)[CH3:18])=[CH:13][C:12]=2[C:32]2[N:40]=[C:39]([CH3:41])[N:38]=[C:37]3[C:33]=2[N:34]=[CH:35][N:36]3C2CCCCO2)[CH:5]=[N:6][C:7]=1[O:8][CH3:9].FC(F)(F)C(O)=O.F[C:56](F)(F)[S:57](O)(=[O:59])=[O:58].CS(Cl)(=O)=O. (2) The reactants are [C:1]([O:5][C:6]([N:8]1[C:16]2[C:11](=[CH:12][C:13]([CH:17]=[CH2:18])=[CH:14][CH:15]=2)[CH2:10][CH2:9]1)=[O:7])([CH3:4])([CH3:3])[CH3:2].Br[CH:20]([C:25]1[CH:26]=[C:27]([Cl:33])[C:28]([F:32])=[C:29]([Cl:31])[CH:30]=1)[C:21]([F:24])([F:23])[F:22].N1C=CC=CC=1C1C=CC=CN=1. The catalyst is ClC1C=CC=CC=1Cl.Cl[Cu]. The product is [Cl:31][C:29]1[CH:30]=[C:25]([CH:20]([C:21]([F:24])([F:23])[F:22])/[CH:18]=[CH:17]/[C:13]2[CH:12]=[C:11]3[C:16](=[CH:15][CH:14]=2)[N:8]([C:6]([O:5][C:1]([CH3:4])([CH3:3])[CH3:2])=[O:7])[CH2:9][CH2:10]3)[CH:26]=[C:27]([Cl:33])[C:28]=1[F:32]. The yield is 0.610. (3) The reactants are C(O[C:6]([N:8]1[CH2:12][CH2:11][CH2:10][CH:9]1[C:13](=[O:31])[CH:14]([CH2:23][CH2:24][C:25]1[CH:30]=[CH:29][CH:28]=[CH:27][CH:26]=1)[CH2:15][CH2:16][C:17]1[CH:22]=[CH:21][CH:20]=[CH:19][CH:18]=1)=[O:7])(C)(C)C.FC(F)(F)[C:34]([OH:36])=[O:35].[CH2:39](N(CC)CC)C.ClC(=O)C([O-])=O. The catalyst is C(Cl)Cl. The product is [CH3:39][O:36][C:34](=[O:35])[C:6](=[O:7])[N:8]1[CH2:12][CH2:11][CH2:10][CH:9]1[C:13](=[O:31])[CH:14]([CH2:23][CH2:24][C:25]1[CH:30]=[CH:29][CH:28]=[CH:27][CH:26]=1)[CH2:15][CH2:16][C:17]1[CH:18]=[CH:19][CH:20]=[CH:21][CH:22]=1. The yield is 0.982. (4) The reactants are [Cl:1][C:2]1[CH:3]=[C:4]([CH:25]=[CH:26][CH:27]=1)[CH2:5][N:6]1[CH2:10][C@@H:9]([N:11]([CH2:13][C:14]2[CH:19]=[CH:18][C:17]([F:20])=[CH:16][C:15]=2[F:21])[CH3:12])[CH2:8][C@H:7]1[C:22]([OH:24])=O.[N:28]1([C:34]2[CH:41]=[CH:40][CH:39]=[CH:38][C:35]=2[C:36]#[N:37])[CH2:33][CH2:32][NH:31][CH2:30][CH2:29]1. No catalyst specified. The product is [Cl:1][C:2]1[CH:3]=[C:4]([CH:25]=[CH:26][CH:27]=1)[CH2:5][N:6]1[CH2:10][C@@H:9]([N:11]([CH2:13][C:14]2[CH:19]=[CH:18][C:17]([F:20])=[CH:16][C:15]=2[F:21])[CH3:12])[CH2:8][C@H:7]1[C:22]([N:31]1[CH2:30][CH2:29][N:28]([C:34]2[CH:41]=[CH:40][CH:39]=[CH:38][C:35]=2[C:36]#[N:37])[CH2:33][CH2:32]1)=[O:24]. The yield is 0.0900.